This data is from NCI-60 drug combinations with 297,098 pairs across 59 cell lines. The task is: Regression. Given two drug SMILES strings and cell line genomic features, predict the synergy score measuring deviation from expected non-interaction effect. (1) Drug 1: CC1=C(C=C(C=C1)NC2=NC=CC(=N2)N(C)C3=CC4=NN(C(=C4C=C3)C)C)S(=O)(=O)N.Cl. Cell line: HT29. Drug 2: C1=CC(=C2C(=C1NCCNCCO)C(=O)C3=C(C=CC(=C3C2=O)O)O)NCCNCCO. Synergy scores: CSS=45.5, Synergy_ZIP=13.5, Synergy_Bliss=11.8, Synergy_Loewe=-13.5, Synergy_HSA=9.82. (2) Drug 1: COC1=CC(=CC(=C1O)OC)C2C3C(COC3=O)C(C4=CC5=C(C=C24)OCO5)OC6C(C(C7C(O6)COC(O7)C8=CC=CS8)O)O. Drug 2: COC1=NC(=NC2=C1N=CN2C3C(C(C(O3)CO)O)O)N. Cell line: SK-MEL-2. Synergy scores: CSS=44.7, Synergy_ZIP=5.43, Synergy_Bliss=8.03, Synergy_Loewe=-57.3, Synergy_HSA=3.66. (3) Drug 1: CC1=C2C(C(=O)C3(C(CC4C(C3C(C(C2(C)C)(CC1OC(=O)C(C(C5=CC=CC=C5)NC(=O)OC(C)(C)C)O)O)OC(=O)C6=CC=CC=C6)(CO4)OC(=O)C)OC)C)OC. Drug 2: C1C(C(OC1N2C=NC3=C2NC=NCC3O)CO)O. Cell line: SNB-75. Synergy scores: CSS=22.5, Synergy_ZIP=-2.60, Synergy_Bliss=-2.37, Synergy_Loewe=-17.8, Synergy_HSA=-1.73.